Dataset: Reaction yield outcomes from USPTO patents with 853,638 reactions. Task: Predict the reaction yield, written as a fraction of the theoretical maximum amount of product (1.0 means a 100% yield; for example, 0.34 means a 34% yield). (1) The reactants are [C:1]([C:3]1[CH:8]=[CH:7][C:6](B(O)O)=[CH:5][CH:4]=1)#[N:2].Br[C:13]1[O:17][C:16]([CH:18]=[O:19])=[CH:15][CH:14]=1.[F-].[K+].C(OCC)C. The catalyst is O1CCOCC1.[Pd].[Pd].C(=CC(C=CC1C=CC=CC=1)=O)C1C=CC=CC=1.C(P(C(C)(C)C)C(C)(C)C)(C)(C)C. The product is [CH:18]([C:16]1[O:17][C:13]([C:6]2[CH:7]=[CH:8][C:3]([C:1]#[N:2])=[CH:4][CH:5]=2)=[CH:14][CH:15]=1)=[O:19]. The yield is 0.660. (2) The yield is 0.490. The product is [Cl:1][C:2]1[CH:9]=[C:8]([C:10]2[CH:15]=[C:14]([CH:16]([CH:29]3[CH2:23][CH2:24]3)[NH:22][S:19]([CH3:18])(=[O:21])=[O:20])[CH:13]=[N:12][CH:11]=2)[CH:7]=[CH:6][C:3]=1[C:4]#[N:5]. The reactants are [Cl:1][C:2]1[CH:9]=[C:8]([C:10]2[CH:11]=[N:12][CH:13]=[C:14]([CH:16]=O)[CH:15]=2)[CH:7]=[CH:6][C:3]=1[C:4]#[N:5].[CH3:18][S:19]([NH2:22])(=[O:21])=[O:20].[C:23]1([CH3:29])C=CC=C[CH:24]=1. The catalyst is CC(C)[O-].[Ti+4].CC(C)[O-].CC(C)[O-].CC(C)[O-].